Dataset: hERG Central: cardiac toxicity at 1µM, 10µM, and general inhibition. Task: Predict hERG channel inhibition at various concentrations. (1) Results: hERG_inhib (hERG inhibition (general)): blocker. The molecule is COc1ccc2nc(NC(=O)C3CC(=O)N(c4ccccc4)C3)sc2c1. (2) The drug is CCn1c(SCC(=O)NCCc2ccc(Cl)cc2)nnc1-c1cccs1. Results: hERG_inhib (hERG inhibition (general)): blocker.